From a dataset of Catalyst prediction with 721,799 reactions and 888 catalyst types from USPTO. Predict which catalyst facilitates the given reaction. Reactant: COC1C=CC2NC(S(CC3C(C)=C(OC)C(C)=CN=3)=O)=NC=2C=1.N1C=CC=CC=1CS(C1NC2C=CC=CC=2N=1)=O.N1C=CC=CC=1CSC1NC2C=CC=CC=2N=1.[Cl:60][C:61]1[CH:62]=[C:63]([CH:68]=[CH:69][CH:70]=1)[C:64]([O:66]O)=[O:65]. Product: [Cl:60][C:61]1[CH:62]=[C:63]([CH:68]=[CH:69][CH:70]=1)[C:64]([OH:66])=[O:65]. The catalyst class is: 22.